From a dataset of Full USPTO retrosynthesis dataset with 1.9M reactions from patents (1976-2016). Predict the reactants needed to synthesize the given product. Given the product [CH3:1][N:2]1[C:10]2[C:5](=[CH:6][CH:7]=[CH:8][CH:9]=2)[CH:4]=[C:3]1[C:11]([NH:34][C:31]1[CH:30]=[CH:29][C:28]([B:23]2[O:24][C:25]([CH3:27])([CH3:26])[C:21]([CH3:35])([CH3:20])[O:22]2)=[CH:33][CH:32]=1)=[O:13], predict the reactants needed to synthesize it. The reactants are: [CH3:1][N:2]1[C:10]2[C:5](=[CH:6][CH:7]=[CH:8][CH:9]=2)[CH:4]=[C:3]1[C:11]([OH:13])=O.C(Cl)(=O)C(Cl)=O.[CH3:20][C:21]1([CH3:35])[C:25]([CH3:27])([CH3:26])[O:24][B:23]([C:28]2[CH:33]=[CH:32][C:31]([NH2:34])=[CH:30][CH:29]=2)[O:22]1.C(N(CC)C(C)C)(C)C.